From a dataset of Reaction yield outcomes from USPTO patents with 853,638 reactions. Predict the reaction yield, written as a fraction of the theoretical maximum amount of product (1.0 means a 100% yield; for example, 0.34 means a 34% yield). (1) The reactants are [NH2:1]C1C=C2C(=CC=1)N(CC)C(=O)C12CC1.[N+:16]([C:19]1[CH:20]=[C:21]([CH2:25][S:26](Cl)(=[O:28])=[O:27])[CH:22]=[CH:23][CH:24]=1)([O-:18])=[O:17].N1C=CC=CC=1.CS(C)=O. The catalyst is C(#N)C. The product is [N+:16]([C:19]1[CH:20]=[C:21]([CH2:25][S:26]([NH2:1])(=[O:28])=[O:27])[CH:22]=[CH:23][CH:24]=1)([O-:18])=[O:17]. The yield is 0.550. (2) The reactants are [NH2:1][C:2]1[CH:11]=[CH:10][C:5]2[NH:6][C:7](=[O:9])[O:8][C:4]=2[CH:3]=1.FC(F)(F)C(O)=O.[N+:19]([O-])([O-:21])=[O:20].[Na+]. No catalyst specified. The product is [NH2:1][C:2]1[C:11]([N+:19]([O-:21])=[O:20])=[CH:10][C:5]2[NH:6][C:7](=[O:9])[O:8][C:4]=2[CH:3]=1. The yield is 0.960. (3) The reactants are [S:1]1[CH:5]=[CH:4][CH:3]=[C:2]1[CH2:6][NH2:7].[C:8](O[C:8]([O:10][C:11]([CH3:14])([CH3:13])[CH3:12])=[O:9])([O:10][C:11]([CH3:14])([CH3:13])[CH3:12])=[O:9]. The catalyst is C(Cl)Cl. The product is [C:11]([O:10][C:8](=[O:9])[NH:7][CH2:6][C:2]1[S:1][CH:5]=[CH:4][CH:3]=1)([CH3:14])([CH3:13])[CH3:12]. The yield is 0.840. (4) The reactants are [Cl:1][C:2]1[CH:3]=[C:4]([C:8]2[CH:9]=[C:10]3[C:15](=[O:16])[NH:14][CH2:13][CH:12]([CH2:17][C:18]([O:20][CH2:21][CH3:22])=[O:19])[N:11]3[C:23]=2I)[CH:5]=[CH:6][CH:7]=1.[C:25]1(B(O)O)[CH:30]=[CH:29][CH:28]=[CH:27][CH:26]=1.C(=O)([O-])[O-].[Na+].[Na+].[Cl-].[Li+]. The catalyst is O1CCOCC1.O.Cl[Pd](Cl)([P](C1C=CC=CC=1)(C1C=CC=CC=1)C1C=CC=CC=1)[P](C1C=CC=CC=1)(C1C=CC=CC=1)C1C=CC=CC=1. The product is [Cl:1][C:2]1[CH:3]=[C:4]([C:8]2[CH:9]=[C:10]3[C:15](=[O:16])[NH:14][CH2:13][CH:12]([CH2:17][C:18]([O:20][CH2:21][CH3:22])=[O:19])[N:11]3[C:23]=2[C:25]2[CH:30]=[CH:29][CH:28]=[CH:27][CH:26]=2)[CH:5]=[CH:6][CH:7]=1. The yield is 0.900. (5) The reactants are [CH3:1][O:2][C:3]1[CH:8]=[CH:7][C:6]([N+:9]([O-:11])=[O:10])=[CH:5][C:4]=1[C:12]1[N:16]([CH3:17])[N:15]=[CH:14][CH:13]=1.[B-](F)(F)(F)[F:19].[B-](F)(F)(F)F.C1[N+]2(CCl)CC[N+](F)(CC2)C1. The catalyst is C(#N)C. The product is [F:19][C:13]1[CH:14]=[N:15][N:16]([CH3:17])[C:12]=1[C:4]1[CH:5]=[C:6]([N+:9]([O-:11])=[O:10])[CH:7]=[CH:8][C:3]=1[O:2][CH3:1]. The yield is 0.330. (6) The reactants are [S:1]1[CH:5]=[CH:4][CH:3]=[C:2]1[C:6](Cl)=[O:7].[CH3:9][N:10]1[C:19]2[C:14](=[CH:15][C:16]([CH3:20])=[CH:17][CH:18]=2)[C:13]([N:21]2[CH2:26][CH2:25][NH:24][CH2:23][CH2:22]2)=[C:12]([C:27]#[N:28])[C:11]1=[O:29]. The catalyst is N1C=CC=CC=1. The product is [CH3:9][N:10]1[C:19]2[C:14](=[CH:15][C:16]([CH3:20])=[CH:17][CH:18]=2)[C:13]([N:21]2[CH2:26][CH2:25][N:24]([C:6]([C:2]3[S:1][CH:5]=[CH:4][CH:3]=3)=[O:7])[CH2:23][CH2:22]2)=[C:12]([C:27]#[N:28])[C:11]1=[O:29]. The yield is 0.700. (7) The reactants are [CH3:1][O:2][C:3]1[CH:4]=[C:5]([CH:7]=[CH:8][C:9]=1OC)[NH2:6].C[O:13]C1C=C(C=CC=1)N.[C:21](#N)[C:22]1[CH:27]=[CH:26][CH:25]=[CH:24][CH:23]=1. No catalyst specified. The product is [NH2:6][C:5]1[CH:4]=[C:3]([O:2][CH3:1])[CH:9]=[CH:8][C:7]=1[C:21]([C:22]1[CH:27]=[CH:26][CH:25]=[CH:24][CH:23]=1)=[O:13]. The yield is 0.680. (8) The reactants are Br[C:2]1[C:7]([F:8])=[CH:6][C:5]([N:9]2[CH:14]=[C:13]([O:15][CH3:16])[C:12](=[O:17])[C:11]([C:18]3[N:22]([C:23]4[CH:28]=[CH:27][CH:26]=[CH:25][CH:24]=4)[N:21]=[CH:20][CH:19]=3)=[N:10]2)=[C:4]([F:29])[CH:3]=1.[NH:30]1[CH2:34][CH2:33][CH2:32][C:31]1=[O:35].CNCCNC.[O-]P([O-])([O-])=O.[K+].[K+].[K+]. The catalyst is O1CCOCC1.[Cu]I. The product is [F:29][C:4]1[CH:3]=[C:2]([N:30]2[CH2:34][CH2:33][CH2:32][C:31]2=[O:35])[C:7]([F:8])=[CH:6][C:5]=1[N:9]1[CH:14]=[C:13]([O:15][CH3:16])[C:12](=[O:17])[C:11]([C:18]2[N:22]([C:23]3[CH:28]=[CH:27][CH:26]=[CH:25][CH:24]=3)[N:21]=[CH:20][CH:19]=2)=[N:10]1. The yield is 0.0600. (9) The reactants are [CH:1]1[C:10]2[C:5](=[CH:6][CH:7]=[CH:8][CH:9]=2)[CH:4]=[CH:3][C:2]=1[C:11]1[C:19]2[C:14](=[CH:15][CH:16]=[C:17]([C:20]#[N:21])[CH:18]=2)[NH:13][N:12]=1.[N:22]([Sn](CCCC)(CCCC)CCCC)=[N+:23]=[N-:24]. The catalyst is C1(C)C=CC=CC=1. The product is [CH:1]1[C:10]2[C:5](=[CH:6][CH:7]=[CH:8][CH:9]=2)[CH:4]=[CH:3][C:2]=1[C:11]1[C:19]2[C:14](=[CH:15][CH:16]=[C:17]([C:20]3[NH:24][N:23]=[N:22][N:21]=3)[CH:18]=2)[NH:13][N:12]=1. The yield is 0.643.